Dataset: Reaction yield outcomes from USPTO patents with 853,638 reactions. Task: Predict the reaction yield, written as a fraction of the theoretical maximum amount of product (1.0 means a 100% yield; for example, 0.34 means a 34% yield). (1) The reactants are Cl.C([O:9][C:10]1[CH:19]=[C:18]2[C:13]([C:14]([NH:20][C:21]3[CH:26]=[CH:25][C:24]([Br:27])=[CH:23][C:22]=3[F:28])=[N:15][CH:16]=[N:17]2)=[CH:12][C:11]=1[O:29][CH3:30])C1C=CC=CC=1. The catalyst is C(O)(C(F)(F)F)=O. The product is [Br:27][C:24]1[CH:25]=[CH:26][C:21]([NH:20][C:14]2[C:13]3[C:18](=[CH:19][C:10]([OH:9])=[C:11]([O:29][CH3:30])[CH:12]=3)[N:17]=[CH:16][N:15]=2)=[C:22]([F:28])[CH:23]=1. The yield is 0.820. (2) The reactants are [Br:1][C:2]1[CH:7]=[CH:6][C:5]([NH:8][C:9]2[C:14]([C:15]([OH:17])=[O:16])=[CH:13][N:12]=[C:11]([Cl:18])[C:10]=2[Cl:19])=[C:4]([Cl:20])[CH:3]=1.CO.[Si](C=[N+]=[N-])(C)(C)[CH3:24]. The catalyst is C1(C)C=CC=CC=1. The product is [Br:1][C:2]1[CH:7]=[CH:6][C:5]([NH:8][C:9]2[C:14]([C:15]([O:17][CH3:24])=[O:16])=[CH:13][N:12]=[C:11]([Cl:18])[C:10]=2[Cl:19])=[C:4]([Cl:20])[CH:3]=1. The yield is 0.660. (3) The reactants are [CH3:1][C@H:2]1[N:7]([C:8]2[CH:9]=[N:10][C:11]([N+:14]([O-])=O)=[CH:12][CH:13]=2)[CH2:6][CH2:5][N:4]([C:17]([O:19][C:20]([CH3:23])([CH3:22])[CH3:21])=[O:18])[CH2:3]1. The catalyst is [Pd].CO. The product is [NH2:14][C:11]1[N:10]=[CH:9][C:8]([N:7]2[CH2:6][CH2:5][N:4]([C:17]([O:19][C:20]([CH3:23])([CH3:22])[CH3:21])=[O:18])[CH2:3][C@H:2]2[CH3:1])=[CH:13][CH:12]=1. The yield is 0.810. (4) The reactants are [Br:1][C:2]1[CH:7]=[CH:6][C:5]([CH:8]([C:14]2[CH:19]=[CH:18][C:17]([Br:20])=[CH:16][CH:15]=2)[S:9][CH2:10][C:11]([OH:13])=O)=[CH:4][CH:3]=1.[C:21]1([CH2:27][CH2:28][CH2:29][CH2:30][NH2:31])[CH:26]=[CH:25][CH:24]=[CH:23][CH:22]=1. No catalyst specified. The product is [Br:20][C:17]1[CH:18]=[CH:19][C:14]([CH:8]([C:5]2[CH:4]=[CH:3][C:2]([Br:1])=[CH:7][CH:6]=2)[S:9][CH2:10][C:11]([NH:31][CH2:30][CH2:29][CH2:28][CH2:27][C:21]2[CH:26]=[CH:25][CH:24]=[CH:23][CH:22]=2)=[O:13])=[CH:15][CH:16]=1. The yield is 0.900. (5) The reactants are [Br:1][C:2]1[CH:3]=[C:4]([CH3:11])[C:5](F)=[C:6]([CH:9]=1)[C:7]#[N:8].C(=O)([O-])[O-].[K+].[K+].[NH:18]1[CH:22]=[N:21][CH:20]=[N:19]1. The catalyst is CN(C=O)C.O. The product is [Br:1][C:2]1[CH:3]=[C:4]([CH3:11])[C:5]([N:18]2[CH:22]=[N:21][CH:20]=[N:19]2)=[C:6]([CH:9]=1)[C:7]#[N:8]. The yield is 0.490. (6) The reactants are Cl.[F:2][CH2:3][CH2:4][NH2:5].[S:6]1[C:10]2[CH:11]=[CH:12][CH:13]=[CH:14][C:9]=2[N:8]=[C:7]1[C:15]1[CH:16]=[C:17]([S:20](Cl)(=[O:22])=[O:21])[S:18][CH:19]=1.O.ClCCl. The catalyst is N1C=CC=CC=1. The product is [F:2][CH2:3][CH2:4][NH:5][S:20]([C:17]1[S:18][CH:19]=[C:15]([C:7]2[S:6][C:10]3[CH:11]=[CH:12][CH:13]=[CH:14][C:9]=3[N:8]=2)[CH:16]=1)(=[O:21])=[O:22]. The yield is 0.300. (7) The reactants are O.[PH2]([O-])=O.[Na+].S(=O)(=O)(O)O.C=C.C([O-])([O-])=O.C([O-])([O-])=O.OO.OO.OO.[Na+].[Na+].[Na+].[Na+].[Al:31].[Al+3].[CH2:33]([P:35](CC)(=[O:37])[O-:36])[CH3:34].[CH2:40]([P:42](CC)(=[O:44])[O-:43])[CH3:41].[CH2:47]([P:49](CC)(=[O:51])[O-:50])[CH3:48]. The catalyst is O. The product is [Al+3:31].[CH2:33]([P:35]([O-:37])[O-:36])[CH3:34].[CH2:40]([P:42]([O-:44])[O-:43])[CH3:41].[CH2:47]([P:49]([O-:51])[O-:50])[CH3:48].[Al+3:31]. The yield is 0.950. (8) The reactants are [CH2:1]([C:3]1[S:26][C:6]2[N:7]([CH2:11][C:12]3[CH:17]=[CH:16][C:15]([C:18]4[C:19]([C:24]#[N:25])=[CH:20][CH:21]=[CH:22][CH:23]=4)=[CH:14][CH:13]=3)[C:8](=[O:10])[NH:9][C:5]=2[CH:4]=1)[CH3:2].F[B-](F)(F)F.[CH2:32]([O+](CC)CC)[CH3:33]. The catalyst is O1CCOCC1. The product is [CH2:32]([O:10][C:8]1[N:7]([CH2:11][C:12]2[CH:17]=[CH:16][C:15]([C:18]3[C:19]([C:24]#[N:25])=[CH:20][CH:21]=[CH:22][CH:23]=3)=[CH:14][CH:13]=2)[C:6]2[S:26][C:3]([CH2:1][CH3:2])=[CH:4][C:5]=2[N:9]=1)[CH3:33]. The yield is 0.920. (9) The reactants are [Cl:1][C:2]1[CH:7]=[CH:6][C:5]([NH:8][CH:9]=O)=[CH:4][CH:3]=1.[H-].[Na+].[Cl:13][C:14]1[N:22]=[C:21]2[C:17]([N:18]=[CH:19][N:20]2[CH3:23])=C(Cl)[N:15]=1.O. The catalyst is CN(C)C=O. The product is [Cl:13][C:14]1[N:22]=[C:21]2[C:17]([N:18]=[CH:19][N:20]2[CH3:23])=[C:9]([NH:8][C:5]2[CH:6]=[CH:7][C:2]([Cl:1])=[CH:3][CH:4]=2)[N:15]=1. The yield is 0.830.